From a dataset of Reaction yield outcomes from USPTO patents with 853,638 reactions. Predict the reaction yield, written as a fraction of the theoretical maximum amount of product (1.0 means a 100% yield; for example, 0.34 means a 34% yield). (1) The reactants are [CH3:1][C:2]1[C:7]([N+:8]([O-])=O)=[CH:6][CH:5]=[CH:4][C:3]=1[N:11]([CH2:33][C:34]1[CH:41]=[CH:40][C:37]([C:38]#[N:39])=[CH:36][CH:35]=1)[CH2:12][C:13]1[CH:18]=[CH:17][C:16]([O:19][C:20]2[CH:25]=[CH:24][CH:23]=[C:22]([O:26][CH2:27][CH:28]3[CH2:32][CH2:31][O:30][CH2:29]3)[CH:21]=2)=[CH:15][CH:14]=1.[Cl-].[NH4+]. The catalyst is CCO.O.ClCCl.[Fe]. The product is [NH2:8][C:7]1[C:2]([CH3:1])=[C:3]([N:11]([CH2:33][C:34]2[CH:35]=[CH:36][C:37]([C:38]#[N:39])=[CH:40][CH:41]=2)[CH2:12][C:13]2[CH:14]=[CH:15][C:16]([O:19][C:20]3[CH:25]=[CH:24][CH:23]=[C:22]([O:26][CH2:27][CH:28]4[CH2:32][CH2:31][O:30][CH2:29]4)[CH:21]=3)=[CH:17][CH:18]=2)[CH:4]=[CH:5][CH:6]=1. The yield is 0.700. (2) The reactants are [CH3:1][O:2][CH2:3][CH2:4][CH2:5][CH2:6][C:7]([C:9]1[O:10][C:11]2[CH:18]=[CH:17][C:16]([O:19][CH3:20])=[CH:15][C:12]=2[C:13]=1[CH3:14])=O.[NH2:21][C:22]1[CH:31]=[CH:30][C:25]([C:26]([O:28][CH3:29])=[O:27])=[CH:24][CH:23]=1.C(=O)([O-])O.[Na+].C([BH3-])#N.[Na+]. The catalyst is C(Cl)Cl.O1CCCC1.[Ti](Cl)(Cl)(Cl)Cl.C(O)(=O)C.C(N(CC)CC)C. The product is [CH3:1][O:2][CH2:3][CH2:4][CH2:5][CH2:6][CH:7]([NH:21][C:22]1[CH:23]=[CH:24][C:25]([C:26]([O:28][CH3:29])=[O:27])=[CH:30][CH:31]=1)[C:9]1[O:10][C:11]2[CH:18]=[CH:17][C:16]([O:19][CH3:20])=[CH:15][C:12]=2[C:13]=1[CH3:14]. The yield is 0.900. (3) The reactants are [CH3:1][C:2]([CH3:22])=[CH:3][C:4]([NH:6][C:7]1[CH:12]=[CH:11][CH:10]=[C:9](B2OC(C)(C)C(C)(C)O2)[CH:8]=1)=[O:5].I[C:24]1[C:28]([CH:29]=[O:30])=[CH:27][N:26]([CH:31]2[CH2:36][CH2:35][CH2:34][CH2:33][O:32]2)[N:25]=1.C([O-])(O)=O.[Na+].O. The catalyst is O1CCOCC1.CO.[Pd].C1(P(C2C=CC=CC=2)C2C=CC=CC=2)C=CC=CC=1.C1(P(C2C=CC=CC=2)C2C=CC=CC=2)C=CC=CC=1.C1(P(C2C=CC=CC=2)C2C=CC=CC=2)C=CC=CC=1.C1(P(C2C=CC=CC=2)C2C=CC=CC=2)C=CC=CC=1. The product is [CH:29]([C:28]1[C:24]([C:9]2[CH:8]=[C:7]([NH:6][C:4](=[O:5])[CH:3]=[C:2]([CH3:1])[CH3:22])[CH:12]=[CH:11][CH:10]=2)=[N:25][N:26]([CH:31]2[CH2:36][CH2:35][CH2:34][CH2:33][O:32]2)[CH:27]=1)=[O:30]. The yield is 0.734. (4) The yield is 0.910. The product is [C:27]([C:31]1[O:35][N:34]=[C:33]([NH:36][C:37]([NH:1][C:2]2[CH:3]=[CH:4][C:5]([C:8]3[N:9]=[C:10]4[N:14]([CH:15]=3)[C:13]3[CH:16]=[CH:17][C:18]([CH2:20][CH2:21][C:22]([O:24][CH2:25][CH3:26])=[O:23])=[CH:19][C:12]=3[S:11]4)=[CH:6][CH:7]=2)=[O:38])[CH:32]=1)([CH3:30])([CH3:28])[CH3:29]. The reactants are [NH2:1][C:2]1[CH:7]=[CH:6][C:5]([C:8]2[N:9]=[C:10]3[N:14]([CH:15]=2)[C:13]2[CH:16]=[CH:17][C:18]([CH2:20][CH2:21][C:22]([O:24][CH2:25][CH3:26])=[O:23])=[CH:19][C:12]=2[S:11]3)=[CH:4][CH:3]=1.[C:27]([C:31]1[O:35][N:34]=[C:33]([N:36]=[C:37]=[O:38])[CH:32]=1)([CH3:30])([CH3:29])[CH3:28]. The catalyst is C1(C)C=CC=CC=1. (5) The reactants are [F:1][C:2]1[CH:7]=[CH:6][CH:5]=[C:4]([F:8])[C:3]=1[CH3:9].[N+:10]([O-])([OH:12])=[O:11]. The catalyst is OS(O)(=O)=O. The product is [F:1][C:2]1[CH:7]=[CH:6][C:5]([N+:10]([O-:12])=[O:11])=[C:4]([F:8])[C:3]=1[CH3:9]. The yield is 0.780. (6) The reactants are [C:1]([C:3]1[CH:19]=[CH:18][C:6]([O:7][C:8]2[CH:9]=[CH:10][C:11]3[B:15]([OH:16])[O:14][CH2:13][C:12]=3[CH:17]=2)=[C:5]([CH2:20][NH:21]C=O)[CH:4]=1)#[N:2].[ClH:24]. The product is [ClH:24].[NH2:21][CH2:20][C:5]1[CH:4]=[C:3]([C:1]#[N:2])[CH:19]=[CH:18][C:6]=1[O:7][C:8]1[CH:9]=[CH:10][C:11]2[B:15]([OH:16])[O:14][CH2:13][C:12]=2[CH:17]=1. The yield is 0.980. The catalyst is C(O)C. (7) The reactants are [NH2:1][C:2]1[N:7]=[C:6]([NH:8][CH2:9][C:10]([NH:12][C:13]2[CH:18]=[CH:17][CH:16]=[C:15]([C:19]([F:22])([F:21])[F:20])[CH:14]=2)=[O:11])[C:5]([CH:23]=O)=[C:4]([S:25][CH3:26])[N:3]=1.C(=O)(O)[O-].[K+].Cl.[NH2:33][OH:34]. The catalyst is CO. The product is [NH2:1][C:2]1[N:7]=[C:6]([NH:8][CH2:9][C:10]([NH:12][C:13]2[CH:18]=[CH:17][CH:16]=[C:15]([C:19]([F:22])([F:21])[F:20])[CH:14]=2)=[O:11])[C:5]([CH:23]=[N:33][OH:34])=[C:4]([S:25][CH3:26])[N:3]=1. The yield is 0.290. (8) The catalyst is CN(C=O)C. The reactants are [NH:1]1[CH2:6][CH2:5][CH:4]([C:7]2[CH:12]=[CH:11][C:10]([NH:13][C:14]([C:16]3[N:17]=[C:18]([C:25]4[CH:30]=[CH:29][CH:28]=[CH:27][CH:26]=4)[O:19][C:20]=3[C:21]([F:24])([F:23])[F:22])=[O:15])=[CH:9][CH:8]=2)[CH2:3][CH2:2]1.[O:31]=[C:32]1[NH:36][C:35](=[O:37])[CH:34]([CH2:38][C:39](O)=[O:40])[S:33]1.C(N(CC)CC)C.F[P-](F)(F)(F)(F)F.N1(O[P+](N(C)C)(N(C)C)N(C)C)C2C=CC=CC=2N=N1. The yield is 0.900. The product is [O:31]=[C:32]1[NH:36][C:35](=[O:37])[CH:34]([CH2:38][C:39]([N:1]2[CH2:6][CH2:5][CH:4]([C:7]3[CH:8]=[CH:9][C:10]([NH:13][C:14]([C:16]4[N:17]=[C:18]([C:25]5[CH:30]=[CH:29][CH:28]=[CH:27][CH:26]=5)[O:19][C:20]=4[C:21]([F:22])([F:23])[F:24])=[O:15])=[CH:11][CH:12]=3)[CH2:3][CH2:2]2)=[O:40])[S:33]1. (9) The reactants are N1C=CN=[CH:2]1.Cl[Si:7]([CH:14]([CH3:16])[CH3:15])([CH:11]([CH3:13])[CH3:12])[CH:8]([CH3:10])[CH3:9].[CH3:17][O:18][C:19]([C:21]1[C:22]([OH:36])=[C:23]2[C:28](=[C:29]([OH:35])[C:30]=1[C:31]([O:33][CH3:34])=[O:32])[N:27]=[CH:26][CH:25]=[CH:24]2)=[O:20].C([O-])([O-])=O.[K+].[K+].CI. The catalyst is CN(C=O)C. The product is [CH3:17][O:18][C:19]([C:21]1[C:22]([O:36][CH3:2])=[C:23]2[C:28](=[C:29]([O:35][Si:7]([CH:14]([CH3:16])[CH3:15])([CH:11]([CH3:13])[CH3:12])[CH:8]([CH3:10])[CH3:9])[C:30]=1[C:31]([O:33][CH3:34])=[O:32])[N:27]=[CH:26][CH:25]=[CH:24]2)=[O:20]. The yield is 0.590. (10) The yield is 0.500. The catalyst is CO. The product is [N:31]1[CH:36]=[CH:35][CH:34]=[C:33](/[CH:37]=[CH:11]/[C:4]2[C:5]3[C:10](=[CH:9][CH:8]=[CH:7][CH:6]=3)[NH:2][N:3]=2)[CH:32]=1. The reactants are [I-].[NH:2]1[C:10]2[C:5](=[CH:6][CH:7]=[CH:8][CH:9]=2)[C:4]([CH2:11][P+](C2C=CC=CC=2)(C2C=CC=CC=2)C2C=CC=CC=2)=[N:3]1.[N:31]1[CH:36]=[CH:35][CH:34]=[C:33]([CH:37]=O)[CH:32]=1.C(=O)([O-])[O-].[K+].[K+].O.